From a dataset of Forward reaction prediction with 1.9M reactions from USPTO patents (1976-2016). Predict the product of the given reaction. (1) Given the reactants [CH:1]1([C:6]2[CH:34]=[CH:33][C:9]([CH2:10][O:11][C:12]3[CH:20]=[CH:19][C:18]4[N:17]5[CH2:21][CH2:22][CH:23]([CH2:24][C:25]([O:27][C:28]([CH3:31])([CH3:30])[CH3:29])=[O:26])[C:16]5=[C:15](I)[C:14]=4[CH:13]=3)=[CH:8][C:7]=2[C:35]([F:38])([F:37])[F:36])[CH2:5][CH2:4][CH2:3][CH2:2]1.[Br-].[CH:40]1([Zn+])[CH2:43][CH2:42][CH2:41]1, predict the reaction product. The product is: [CH:40]1([C:15]2[C:14]3[CH:13]=[C:12]([O:11][CH2:10][C:9]4[CH:33]=[CH:34][C:6]([CH:1]5[CH2:5][CH2:4][CH2:3][CH2:2]5)=[C:7]([C:35]([F:38])([F:37])[F:36])[CH:8]=4)[CH:20]=[CH:19][C:18]=3[N:17]3[CH2:21][CH2:22][CH:23]([CH2:24][C:25]([O:27][C:28]([CH3:30])([CH3:29])[CH3:31])=[O:26])[C:16]=23)[CH2:43][CH2:42][CH2:41]1. (2) Given the reactants [CH:1]1([NH:6][C:7](=[O:41])[C:8]2[CH:13]=[CH:12][C:11]([C:14]3[S:18][C:17]4[CH:19]=[C:20]([O:23]C)[CH:21]=[CH:22][C:16]=4[C:15]=3[O:25][C:26]3[CH:31]=[CH:30][C:29]([O:32][CH2:33][CH2:34][N:35]4[CH2:40][CH2:39][CH2:38][CH2:37][CH2:36]4)=[CH:28][CH:27]=3)=[CH:10][CH:9]=2)[CH2:5][CH2:4][CH2:3][CH2:2]1.Cl.CCOCC.B(Br)(Br)Br, predict the reaction product. The product is: [CH:1]1([NH:6][C:7](=[O:41])[C:8]2[CH:13]=[CH:12][C:11]([C:14]3[S:18][C:17]4[CH:19]=[C:20]([OH:23])[CH:21]=[CH:22][C:16]=4[C:15]=3[O:25][C:26]3[CH:31]=[CH:30][C:29]([O:32][CH2:33][CH2:34][N:35]4[CH2:36][CH2:37][CH2:38][CH2:39][CH2:40]4)=[CH:28][CH:27]=3)=[CH:10][CH:9]=2)[CH2:2][CH2:3][CH2:4][CH2:5]1. (3) Given the reactants [CH3:1][O:2][C:3]1[CH:4]=[C:5]([CH:7]=[CH:8][C:9]=1[C:10]1[O:14][CH:13]=[N:12][CH:11]=1)[NH2:6].[CH3:15][O:16][C:17]1[CH:24]=[CH:23][C:20]([CH:21]=O)=[CH:19][CH:18]=1, predict the reaction product. The product is: [CH3:15][O:16][C:17]1[CH:24]=[CH:23][C:20]([CH2:21][NH:6][C:5]2[CH:7]=[CH:8][C:9]([C:10]3[O:14][CH:13]=[N:12][CH:11]=3)=[C:3]([O:2][CH3:1])[CH:4]=2)=[CH:19][CH:18]=1. (4) Given the reactants [C:1]([NH:4][CH:5]([C:11](=O)[CH3:12])[C:6]([O:8][CH2:9][CH3:10])=[O:7])(=O)[CH3:2].[NH2:14][C:15]1[CH:20]=[CH:19][CH:18]=[CH:17][CH:16]=1.FC(F)(F)C(O)=O, predict the reaction product. The product is: [CH3:2][C:1]1[N:14]([C:15]2[CH:20]=[CH:19][CH:18]=[CH:17][CH:16]=2)[C:11]([CH3:12])=[C:5]([C:6]([O:8][CH2:9][CH3:10])=[O:7])[N:4]=1. (5) Given the reactants C(OC([N:8]1[CH2:16][C:15]2[CH:14]=[N:13][C:12]([C:17]([F:20])([F:19])[F:18])=[N:11][C:10]=2[CH2:9]1)=O)(C)(C)C.[F:21][C:22]([F:27])([F:26])[C:23]([OH:25])=[O:24], predict the reaction product. The product is: [F:21][C:22]([F:27])([F:26])[C:23]([OH:25])=[O:24].[F:20][C:17]([F:18])([F:19])[C:12]1[N:13]=[CH:14][C:15]2[CH2:16][NH:8][CH2:9][C:10]=2[N:11]=1. (6) Given the reactants [C:1]([C:3]1[CH:4]=[C:5]([NH:9][C:10](=[O:19])[C:11]2[CH:16]=[CH:15][C:14]([O:17][CH3:18])=[CH:13][CH:12]=2)[CH:6]=[CH:7][CH:8]=1)#[N:2].[H-].[Na+].[CH3:22]I.O, predict the reaction product. The product is: [C:1]([C:3]1[CH:4]=[C:5]([N:9]([CH3:22])[C:10](=[O:19])[C:11]2[CH:12]=[CH:13][C:14]([O:17][CH3:18])=[CH:15][CH:16]=2)[CH:6]=[CH:7][CH:8]=1)#[N:2]. (7) Given the reactants Br[C:2]1[N:3]=[C:4]2[C:10]([C:11]([C:13]3([CH3:19])[CH2:18][CH2:17][CH2:16][CH2:15][CH2:14]3)=[O:12])=[CH:9][NH:8][C:5]2=[N:6][CH:7]=1.[S:20]1[CH:24]=[CH:23][CH:22]=[C:21]1B(O)O, predict the reaction product. The product is: [CH3:19][C:13]1([C:11]([C:10]2[C:4]3[C:5](=[N:6][CH:7]=[C:2]([C:21]4[S:20][CH:24]=[CH:23][CH:22]=4)[N:3]=3)[NH:8][CH:9]=2)=[O:12])[CH2:18][CH2:17][CH2:16][CH2:15][CH2:14]1. (8) The product is: [CH2:1]([O:3][C:4](=[O:25])[NH:5][C:6]1[C:7]([F:24])=[CH:8][C:9]([NH:15][CH2:16][C:17]2[CH:22]=[CH:21][C:20]([F:23])=[CH:19][CH:18]=2)=[CH:10][C:11]=1[NH2:12])[CH3:2]. Given the reactants [CH2:1]([O:3][C:4](=[O:25])[NH:5][C:6]1[C:11]([N+:12]([O-])=O)=[CH:10][C:9]([NH:15][CH2:16][C:17]2[CH:22]=[CH:21][C:20]([F:23])=[CH:19][CH:18]=2)=[CH:8][C:7]=1[F:24])[CH3:2].[Cl-].[NH4+], predict the reaction product. (9) Given the reactants [Cl:1][C:2]1[C:3]([CH3:12])=[C:4]([C:8]([Cl:11])=[CH:9][CH:10]=1)[CH:5]=[N:6][OH:7].[CH2:13]=[CH2:14].[O-]Cl.[Na+], predict the reaction product. The product is: [Cl:1][C:2]1[C:3]([CH3:12])=[C:4]([C:5]2[CH2:14][CH2:13][O:7][N:6]=2)[C:8]([Cl:11])=[CH:9][CH:10]=1. (10) Given the reactants [CH2:1]([P:3]([CH2:6][CH2:7][CH2:8][OH:9])(=[O:5])[OH:4])[CH3:2].[OH-:10].[Na+:11].C, predict the reaction product. The product is: [Na+:11].[CH2:1]([P:3]([OH:4])([CH2:6][CH2:7][C:8]([O-:10])=[O:9])=[O:5])[CH3:2].